From a dataset of Full USPTO retrosynthesis dataset with 1.9M reactions from patents (1976-2016). Predict the reactants needed to synthesize the given product. (1) Given the product [C:22]12([CH2:32][NH:33][C:19]([C:9]3[C:10]4[CH:11]=[CH:12][C:13]([CH3:18])=[N:14][C:15]=4[CH:16]=[CH:17][C:8]=3[Cl:7])=[O:21])[CH2:29][CH:28]3[CH2:27][CH:26]([CH2:25][CH:24]([CH2:30]3)[CH2:23]1)[CH2:31]2, predict the reactants needed to synthesize it. The reactants are: C(Cl)(=O)C(Cl)=O.[Cl:7][C:8]1[CH:17]=[CH:16][C:15]2[N:14]=[C:13]([CH3:18])[CH:12]=[CH:11][C:10]=2[C:9]=1[C:19]([OH:21])=O.[C:22]12([CH2:32][NH2:33])[CH2:31][CH:26]3[CH2:27][CH:28]([CH2:30][CH:24]([CH2:25]3)[CH2:23]1)[CH2:29]2.C(N(CC)CC)C. (2) The reactants are: Cl.[NH2:2][C@H:3]([C:10]([OH:12])=[O:11])[CH2:4][C:5]1[N:9]=[CH:8][NH:7][CH:6]=1.FC(F)(F)C([O:17][C:18](=O)[C:19](F)(F)F)=O.ClC(OCC(C)C)=O.[NH2:34][C@@H:35](C(O)=O)CC1N=CNC=1. Given the product [C:35]([CH2:19][C:18]([NH:2][C@@H:3]([CH2:4][C:5]1[N:9]=[CH:8][NH:7][CH:6]=1)[C:10]([OH:12])=[O:11])=[O:17])#[N:34], predict the reactants needed to synthesize it. (3) Given the product [CH3:22][C:17]1([CH3:23])[C:18]([CH3:21])([CH3:20])[O:19][B:15]([C:2]2[CH:7]=[CH:6][C:5]([C:8]3[CH:12]=[C:11]([CH2:13][OH:14])[O:10][N:9]=3)=[CH:4][CH:3]=2)[O:16]1, predict the reactants needed to synthesize it. The reactants are: Br[C:2]1[CH:7]=[CH:6][C:5]([C:8]2[CH:12]=[C:11]([CH2:13][OH:14])[O:10][N:9]=2)=[CH:4][CH:3]=1.[B:15]1([B:15]2[O:19][C:18]([CH3:21])([CH3:20])[C:17]([CH3:23])([CH3:22])[O:16]2)[O:19][C:18]([CH3:21])([CH3:20])[C:17]([CH3:23])([CH3:22])[O:16]1.C([O-])(=O)C.[K+]. (4) Given the product [ClH:54].[CH:1]1([C:6]2[N:7]=[C:8]([N:17]3[CH2:18][CH2:19][CH:20]([CH2:23][C:24]([NH2:39])=[O:25])[CH2:21][CH2:22]3)[C:9]3[CH2:14][S:13](=[O:15])(=[O:16])[CH2:12][C:10]=3[N:11]=2)[CH2:2][CH2:3][CH2:4][CH2:5]1, predict the reactants needed to synthesize it. The reactants are: [CH:1]1([C:6]2[N:7]=[C:8]([N:17]3[CH2:22][CH2:21][CH:20]([CH2:23][C:24](O)=[O:25])[CH2:19][CH2:18]3)[C:9]3[CH2:14][S:13](=[O:16])(=[O:15])[CH2:12][C:10]=3[N:11]=2)[CH2:5][CH2:4][CH2:3][CH2:2]1.C(=O)([O-])[O-].[NH4+].[NH4+].C1C=CC2N(O)N=[N:39]C=2C=1.CCN=C=NCCCN(C)C.[ClH:54].O1CCOCC1. (5) Given the product [F:34][C:3]1[C:2]([F:1])=[CH:33][C:6]2[NH:7][C:8]([C:10]3[CH:11]=[CH:12][C:13]([N:16]4[CH2:21][CH2:20][CH:19]([O:22][C@H:23]5[CH2:24][CH2:25][C@H:26]([CH2:29][C:30]([OH:32])=[O:31])[CH2:27][CH2:28]5)[CH2:18][CH2:17]4)=[N:14][CH:15]=3)=[N:9][C:5]=2[CH:4]=1, predict the reactants needed to synthesize it. The reactants are: [F:1][C:2]1[CH:3]=[CH:4][C:5]2[N:9]=[C:8]([C:10]3[CH:11]=[CH:12][C:13]([N:16]4[CH2:21][CH2:20][CH:19]([O:22][C@H:23]5[CH2:28][CH2:27][C@H:26]([CH2:29][C:30]([OH:32])=[O:31])[CH2:25][CH2:24]5)[CH2:18][CH2:17]4)=[N:14][CH:15]=3)[NH:7][C:6]=2[CH:33]=1.[F:34]C1C(F)=CC2NC(C3C=NC(F)=CC=3)=NC=2C=1.N1CCC(O[C@H]2CC[C@H](CC(OC)=O)CC2)CC1. (6) Given the product [CH2:25]([CH:9]1[CH2:10][CH:11]([CH3:12])[N:7]([CH:1]2[CH2:6][CH2:5][CH2:4][CH2:3][CH2:2]2)[C:8]1=[O:13])[C:24]1[CH:27]=[CH:28][CH:29]=[CH:30][CH:23]=1, predict the reactants needed to synthesize it. The reactants are: [CH:1]1([N:7]2[CH:11]([CH3:12])[CH2:10][CH2:9][C:8]2=[O:13])[CH2:6][CH2:5][CH2:4][CH2:3][CH2:2]1.[Li+].CC([N-]C(C)C)C.Cl[C:23]1[CH:30]=[CH:29][CH:28]=[CH:27][C:24]=1[CH:25]=O.[Cl-].[NH4+].C(N(CC)CC)C.CS(Cl)(=O)=O.C1CCN2C(=NCCC2)CC1. (7) Given the product [CH2:15]1[O:14][C:11]2[CH:12]=[CH:13][C:8]([CH2:28][C@H:29]([NH:25][CH2:22][CH2:23][CH3:24])[CH2:30][CH2:31][CH3:32])=[CH:9][C:10]=2[O:16]1, predict the reactants needed to synthesize it. The reactants are: COCCOC.Br[C:8]1[CH:13]=[CH:12][C:11]2[O:14][CH2:15][O:16][C:10]=2[CH:9]=1.C([Li])CCC.[CH2:22]([N:25]1[C@H:29]([CH2:30][CH2:31][CH3:32])[CH2:28]OS1(=O)=O)[CH2:23][CH3:24].